From a dataset of Experimentally validated miRNA-target interactions with 360,000+ pairs, plus equal number of negative samples. Binary Classification. Given a miRNA mature sequence and a target amino acid sequence, predict their likelihood of interaction. (1) The miRNA is hsa-let-7e-5p with sequence UGAGGUAGGAGGUUGUAUAGUU. The protein sequence of the target gene is MLKFKYGVRNPPEASASEPIASRASRLNLFFQGKPPLMTQQQMSALSREGMLDALFALFEECSQPALMKMKHVSSFVQKYSDTIAELRELQPSARDFEVRSLVGCGHFAEVQVVREKATGDVYAMKIMKKKALLAQEQVSFFEEERNILSRSTSPWIPQLQYAFQDKNNLYLVMEYQPGGDFLSLLNRYEDQLDESMIQFYLAELILAVHSVHQMGYVHRDIKPENILIDRTGEIKLVDFGSAAKMNSNKVDAKLPIGTPDYMAPEVLTVMNEDRRGTYGLDCDWWSVGVVAYEMVYGKT.... Result: 0 (no interaction). (2) The miRNA is mmu-miR-653-5p with sequence GUGUUGAAACAAUCUCUACUG. The protein sequence of the target gene is MTDSIPLQPVRHKKRVDSRPRAGCCEWLRCCGGGEPRPRTVWLGHPEKRDQRYPRNVINNQKYNFFTFLPGVLFSQFRYFFNFYFLLLACSQFVPEMRLGALYTYWVPLGFVLAVTIIREAVEEIRCYVRDKEMNSQVYSRLTSRGTVKVKSSNIQVGDLILVEKNQRVPADMIFLRTSEKNGSCFLRTDQLDGETDWKLRLPVACTQRLPTAADLLQIRSYVYAEEPNIDIHNFLGTFTREDSDPPISESLSIENTLWAGTVIASGTVVGVVLYTGRELRSVMNTSDPRSKIGLFDLEV.... Result: 0 (no interaction). (3) The miRNA is hsa-miR-634 with sequence AACCAGCACCCCAACUUUGGAC. The protein sequence of the target gene is MDVPGVNTTSANTTFSPGTSTLCVRDYKITQVLFPLLYTVLFFAGLITNSLAMRIFFQIRSKSNFIIFLKNTVISDLLMILTFPFKILSDAKLGAGPLRTLVCQVTSVTFYFTMYISISFLGLITIDRYLKTTRPFKTSSPSNLLGAKILSVVIWAFMFLISLPNMILTNRRPKDKDVTKCSFLKSEFGLVWHEIVNYICQVIFWINFLIVIVCYSLITKELYRSYVRTRGSAKVPKKKVNVKVFIIIAVFFICFVPFHFARIPYTLSQTRAVFDCSAENTLFYVKESTLWLTSLNACLD.... Result: 0 (no interaction).